From a dataset of Forward reaction prediction with 1.9M reactions from USPTO patents (1976-2016). Predict the product of the given reaction. (1) The product is: [Br:1][C:2]1[N:7]=[C:6]([CH2:8][C:9]([NH:30][C:28]2[CH:27]=[N:26][N:25]([CH3:24])[CH:29]=2)=[O:11])[CH:5]=[CH:4][CH:3]=1. Given the reactants [Br:1][C:2]1[N:7]=[C:6]([CH2:8][C:9]([OH:11])=O)[CH:5]=[CH:4][CH:3]=1.C(N1C=CN=C1)(N1C=CN=C1)=O.[CH3:24][N:25]1[CH:29]=[C:28]([NH2:30])[CH:27]=[N:26]1, predict the reaction product. (2) Given the reactants [O:1]=[C:2]1[C:6]2([CH2:11][CH2:10][NH:9][CH2:8][CH2:7]2)[N:5]([C:12]2[CH:17]=[CH:16][CH:15]=[CH:14][CH:13]=2)[CH2:4][N:3]1[CH2:18][C:19]1[CH:20]=[C:21]([CH:29]=[CH:30][CH:31]=1)[C:22]([O:24][C:25]([CH3:28])([CH3:27])[CH3:26])=[O:23].I[CH2:33][CH2:34][CH2:35][C:36]([C:38]1[CH:43]=[CH:42][C:41]([O:44][CH3:45])=[CH:40][CH:39]=1)=[O:37].C(=O)([O-])[O-].[K+].[K+], predict the reaction product. The product is: [CH3:45][O:44][C:41]1[CH:42]=[CH:43][C:38]([C:36](=[O:37])[CH2:35][CH2:34][CH2:33][N:9]2[CH2:10][CH2:11][C:6]3([N:5]([C:12]4[CH:13]=[CH:14][CH:15]=[CH:16][CH:17]=4)[CH2:4][N:3]([CH2:18][C:19]4[CH:20]=[C:21]([CH:29]=[CH:30][CH:31]=4)[C:22]([O:24][C:25]([CH3:28])([CH3:26])[CH3:27])=[O:23])[C:2]3=[O:1])[CH2:7][CH2:8]2)=[CH:39][CH:40]=1. (3) Given the reactants [C:1]([O:5][C:6](=[O:35])[NH:7][C@H:8]1[CH2:12][CH2:11][C@H:10]([NH:13][C:14]2[C:19]([N+:20]([O-])=O)=[CH:18][N:17]=[C:16]3[N:23]([S:26]([C:29]4[CH:34]=[CH:33][CH:32]=[CH:31][CH:30]=4)(=[O:28])=[O:27])[CH:24]=[CH:25][C:15]=23)[CH2:9]1)([CH3:4])([CH3:3])[CH3:2], predict the reaction product. The product is: [C:1]([O:5][C:6](=[O:35])[NH:7][C@H:8]1[CH2:12][CH2:11][C@H:10]([NH:13][C:14]2[C:19]([NH2:20])=[CH:18][N:17]=[C:16]3[N:23]([S:26]([C:29]4[CH:34]=[CH:33][CH:32]=[CH:31][CH:30]=4)(=[O:28])=[O:27])[CH:24]=[CH:25][C:15]=23)[CH2:9]1)([CH3:4])([CH3:2])[CH3:3]. (4) Given the reactants [CH:1]1([NH:7][C:8]([NH:10][C:11]2[N:12]=[C:13]3[C:19]([C:20](=[O:25])[C:21]([CH3:24])([CH3:23])[CH3:22])=[CH:18][N:17](COCC[Si](C)(C)C)[C:14]3=[N:15][CH:16]=2)=[O:9])[CH2:6][CH2:5][CH2:4][CH2:3][CH2:2]1.O.O.O.C([O-])(=O)C.[Na+], predict the reaction product. The product is: [CH:1]1([NH:7][C:8]([NH:10][C:11]2[N:12]=[C:13]3[C:19]([C:20](=[O:25])[C:21]([CH3:23])([CH3:22])[CH3:24])=[CH:18][NH:17][C:14]3=[N:15][CH:16]=2)=[O:9])[CH2:2][CH2:3][CH2:4][CH2:5][CH2:6]1.